Dataset: Full USPTO retrosynthesis dataset with 1.9M reactions from patents (1976-2016). Task: Predict the reactants needed to synthesize the given product. (1) Given the product [CH3:15][O:16][CH2:29][NH:27][C:11]([C:2]1[CH:3]=[CH:4][C:5]2[C:10](=[CH:9][CH:8]=[CH:7][CH:6]=2)[N:1]=1)=[O:13], predict the reactants needed to synthesize it. The reactants are: [N:1]1[C:10]2[C:5](=[CH:6][CH:7]=[CH:8][CH:9]=2)[CH:4]=[CH:3][C:2]=1[C:11]([OH:13])=O.Cl.[CH3:15][O:16]NC.CCN=C=NCCC[N:27]([CH3:29])C.C1C=C2N=NN(O)C2=CC=1.O.CCN(C(C)C)C(C)C. (2) Given the product [Br:8][C:6]1[CH:5]=[N:4][CH:3]=[C:2]([C:11]2[CH:12]=[CH:13][CH:14]=[CH:15][C:10]=2[O:9][C:16]2[CH:17]=[CH:18][CH:19]=[CH:20][CH:21]=2)[CH:7]=1, predict the reactants needed to synthesize it. The reactants are: Br[C:2]1[CH:3]=[N:4][CH:5]=[C:6]([Br:8])[CH:7]=1.[O:9]([C:16]1[CH:21]=[CH:20][C:19](B(O)O)=[CH:18][CH:17]=1)[C:10]1[CH:15]=[CH:14][CH:13]=[CH:12][CH:11]=1.C(=O)([O-])[O-].[Na+].[Na+].